From a dataset of Peptide-MHC class II binding affinity with 134,281 pairs from IEDB. Regression. Given a peptide amino acid sequence and an MHC pseudo amino acid sequence, predict their binding affinity value. This is MHC class II binding data. (1) The peptide sequence is ISGDLKTQIDQVEST. The MHC is DRB3_0202 with pseudo-sequence DRB3_0202. The binding affinity (normalized) is 0. (2) The peptide sequence is AAVELARALVRAVAE. The MHC is DRB1_0101 with pseudo-sequence DRB1_0101. The binding affinity (normalized) is 0.762. (3) The peptide sequence is GKIILVAVHVASGYI. The MHC is HLA-DQA10501-DQB10201 with pseudo-sequence HLA-DQA10501-DQB10201. The binding affinity (normalized) is 0.182. (4) The peptide sequence is LRYYRITYGETGGNS. The MHC is HLA-DPA10301-DPB10402 with pseudo-sequence HLA-DPA10301-DPB10402. The binding affinity (normalized) is 0.0911. (5) The MHC is HLA-DQA10401-DQB10402 with pseudo-sequence HLA-DQA10401-DQB10402. The peptide sequence is GVDYTITVYAVTYYK. The binding affinity (normalized) is 0.293. (6) The peptide sequence is VNWEVIIMDEAHFLD. The MHC is HLA-DQA10201-DQB10402 with pseudo-sequence HLA-DQA10201-DQB10402. The binding affinity (normalized) is 0.296.